The task is: Predict the reactants needed to synthesize the given product.. This data is from Full USPTO retrosynthesis dataset with 1.9M reactions from patents (1976-2016). (1) Given the product [CH2:1]([C@@H:8]([C:9]([N:21]([CH3:20])[C:22]1[S:23][CH:24]=[C:25]([C:27]2[CH:32]=[CH:31][CH:30]=[CH:29][C:28]=2[C:33]2[CH:38]=[N:37][C:36]([N:39]3[CH2:43][CH2:42][CH2:41][C:40]3=[O:44])=[CH:35][CH:34]=2)[N:26]=1)=[O:11])[CH2:12][C:13]([OH:15])=[O:14])[C:2]1[CH:3]=[CH:4][CH:5]=[CH:6][CH:7]=1, predict the reactants needed to synthesize it. The reactants are: [CH2:1]([C@H:8]([CH2:12][C:13]([O:15]C(C)(C)C)=[O:14])[C:9]([OH:11])=O)[C:2]1[CH:7]=[CH:6][CH:5]=[CH:4][CH:3]=1.[CH3:20][NH:21][C:22]1[S:23][CH:24]=[C:25]([C:27]2[CH:32]=[CH:31][CH:30]=[CH:29][C:28]=2[C:33]2[CH:34]=[CH:35][C:36]([N:39]3[CH2:43][CH2:42][CH2:41][C:40]3=[O:44])=[N:37][CH:38]=2)[N:26]=1.BrC1C=CC(N2CCCC2=O)=NC=1. (2) Given the product [N+:11]([C:14]1[CH:15]=[CH:16][C:17]([S:20]([NH:9][CH2:8][C:7]([O:6][C:2]([CH3:5])([CH3:4])[CH3:3])=[O:10])(=[O:22])=[O:21])=[CH:18][CH:19]=1)([O-:13])=[O:12], predict the reactants needed to synthesize it. The reactants are: Cl.[C:2]([O:6][C:7](=[O:10])[CH2:8][NH2:9])([CH3:5])([CH3:4])[CH3:3].[N+:11]([C:14]1[CH:19]=[CH:18][C:17]([S:20](Cl)(=[O:22])=[O:21])=[CH:16][CH:15]=1)([O-:13])=[O:12]. (3) Given the product [CH:17]1([C:20]2[NH:21][C:22]3[CH:28]=[C:27]([C:29]4[C:30]([CH3:35])=[N:31][O:32][C:33]=4[CH3:34])[CH:26]=[C:25]([C:36]([OH:37])([C:38]4[CH:43]=[CH:42][CH:41]=[CH:40][N:39]=4)[CH:6]4[CH:5]5[CH2:4][CH:3]([CH2:2][CH2:1]5)[C:7]4=[O:8])[C:23]=3[N:24]=2)[CH2:18][CH2:19]1, predict the reactants needed to synthesize it. The reactants are: [CH2:1]1[CH:5]2[CH2:6][C:7](=[O:8])[CH:3]([CH2:4]2)[CH2:2]1.C([N-]C(C)C)(C)C.[Li+].[CH:17]1([C:20]2[NH:24][C:23]3[C:25]([C:36]([C:38]4[CH:43]=[CH:42][CH:41]=[CH:40][N:39]=4)=[O:37])=[CH:26][C:27]([C:29]4[C:30]([CH3:35])=[N:31][O:32][C:33]=4[CH3:34])=[CH:28][C:22]=3[N:21]=2)[CH2:19][CH2:18]1. (4) Given the product [CH2:1]([O:3][C:4]([CH:6]1[CH2:10][CH2:9][CH2:8][CH:7]1[OH:11])=[O:5])[CH3:2], predict the reactants needed to synthesize it. The reactants are: [CH2:1]([O:3][C:4]([CH:6]1[CH2:10][CH2:9][CH2:8][C:7]1=[O:11])=[O:5])[CH3:2].[BH4-].[Na+].O. (5) Given the product [Cl:51][C:52]1[CH:53]=[C:54]([CH3:60])[C:55]2[NH:59][C:24]([C:9]3([NH2:8])[CH2:10][CH2:11][N:12]([C:15]4[C:16]5[CH:23]=[CH:22][NH:21][C:17]=5[N:18]=[CH:19][N:20]=4)[CH2:13][CH2:14]3)=[N:58][C:56]=2[CH:57]=1, predict the reactants needed to synthesize it. The reactants are: C(OC([NH:8][C:9]1([C:24](O)=O)[CH2:14][CH2:13][N:12]([C:15]2[C:16]3[CH:23]=[CH:22][NH:21][C:17]=3[N:18]=[CH:19][N:20]=2)[CH2:11][CH2:10]1)=O)(C)(C)C.F[P-](F)(F)(F)(F)F.N1(OC(N(C)C)=[N+](C)C)C2N=CC=CC=2N=N1.[Cl:51][C:52]1[CH:53]=[C:54]([CH3:60])[C:55]([NH2:59])=[C:56]([NH2:58])[CH:57]=1.C(N(C(C)C)C(C)C)C.Cl. (6) Given the product [C:1]1([S:7]([C:10]([CH:19]2[CH2:31][C:22]3[NH:23][C:24]4[CH:25]=[CH:26][C:27]([Cl:30])=[CH:28][C:29]=4[C:21]=3[CH2:20]2)([F:18])[C:11]2[O:15][N:14]=[C:13]([CH2:16][NH:17][C:41](=[O:43])[CH3:42])[N:12]=2)(=[O:9])=[O:8])[CH:2]=[CH:3][CH:4]=[CH:5][CH:6]=1, predict the reactants needed to synthesize it. The reactants are: [C:1]1([S:7]([C:10]([CH:19]2[CH2:31][C:22]3[NH:23][C:24]4[CH:25]=[CH:26][C:27]([Cl:30])=[CH:28][C:29]=4[C:21]=3[CH2:20]2)([F:18])[C:11]2[O:15][N:14]=[C:13]([CH2:16][NH2:17])[N:12]=2)(=[O:9])=[O:8])[CH:6]=[CH:5][CH:4]=[CH:3][CH:2]=1.CCN(C(C)C)C(C)C.[C:41](OC(=O)C)(=[O:43])[CH3:42].